Dataset: Drug-target binding data from BindingDB using Ki measurements. Task: Regression. Given a target protein amino acid sequence and a drug SMILES string, predict the binding affinity score between them. We predict pKi (pKi = -log10(Ki in M); higher means stronger inhibition). Dataset: bindingdb_ki. (1) The small molecule is CCOP(=O)(CNC(=O)CCCNC(=O)[C@H]1O[C@@H](n2ccc(=O)[nH]c2=O)[C@H](O)[C@@H]1O)OCC. The target protein (Q9Y5L3) has sequence MAGKVRSLLPPLLLAAAGLAGLLLLCVPTRDVREPPALKYGIVLDAGSSHTSMFIYKWPADKENDTGIVGQHSSCDVPGGGISSYADNPSGASQSLVGCLEQALQDVPKERHAGTPLYLGATAGMRLLNLTNPEASTSVLMAVTHTLTQYPFDFRGARILSGQEEGVFGWVTANYLLENFIKYGWVGRWFRPRKGTLGAMDLGGASTQITFETTSPAEDRASEVQLHLYGQHYRVYTHSFLCYGRDQVLQRLLASALQTHGFHPCWPRGFSTQVLLGDVYQSPCTMAQRPQNFNSSARVSLSGSSDPHLCRDLVSGLFSFSSCPFSRCSFNGVFQPPVAGNFVAFSAFFYTVDFLRTSMGLPVATLQQLEAAAVNVCNQTWAQLQARVPGQRARLADYCAGAMFVQQLLSRGYGFDERAFGGVIFQKKAADTAVGWALGYMLNLTNLIPADPPGLRKGTDFSSWVVLLLLFASALLAALVLLLRQVHSAKLPSTI. The pKi is 4.5. (2) The compound is CCCCCC(O)C=CC1C(O)CC2OC(CCCCC(=O)O)CC21. The target protein (P43252) has sequence MMASDGHPGPPSVTPGSPLSAGGREWQGMAGSCWNITYVQDSVGPATSTLMFVAGVVGNGLALGILGARRRSHPSAFAVLVTGLAVTDLLGTCFLSPAVFVAYARNSSLLGLAHGGTMLCDTFAFAMTFFGLASTLILFAMAVERCLALSHPYLYAQLDGPRCARFALPSIYAFCCLFCSLPLLGLGEHQQYCPGSWCFIRMRSAQPGGCAFSLAYASLMALLVTSIFFCNGSVTLSLYHMYRQQRRHHGSFVPTSRAREDEVYHLILLALMTVIMAVCSLPLMIRGFTQAIAPDSREMGDLLAFRFNAFNPILDPWVFILFRKAVFQRLKFWLCCLCARSVHGDLQAPLSRPASGRRDPPAPTSLQAKEGSWVPLSSWGTGQVAPLTAVPLTGGDGCSVGMPSKSEAIAACSLC. The pKi is 5.1. (3) The small molecule is O=C([O-])[C@]1(O)C=C(OCc2cc3ccc(Cl)cc3s2)[C@@H](O)[C@H](O)C1. The target protein (P9WPX7) has sequence MSELIVNVINGPNLGRLGRREPAVYGGTTHDELVALIEREAAELGLKAVVRQSDSEAQLLDWIHQAADAAEPVILNAGGLTHTSVALRDACAELSAPLIEVHISNVHAREEFRRHSYLSPIATGVIVGLGIQGYLLALRYLAEHVGT. The pKi is 7.5. (4) The small molecule is CNCCCN1c2ccccc2CCc2ccccc21. The target protein (P23979) has sequence MRLCIPQVLLALFLSMLTAPGEGSRRRATQEDTTQPALLRLSDHLLANYKKGVRPVRDWRKPTTVSIDVIMYAILNVDEKNQVLTTYIWYRQYWTDEFLQWTPEDFDNVTKLSIPTDSIWVPDILINEFVDVGKSPNIPYVYVHHRGEVQNYKPLQLVTACSLDIYNFPFDVQNCSLTFTSWLHTIQDINITLWRSPEEVRSDKSIFINQGEWELLEVFPQFKEFSIDISNSYAEMKFYVIIRRRPLFYAVSLLLPSIFLMVVDIVGFCLPPDSGERVSFKITLLLGYSVFLIIVSDTLPATIGTPLIGVYFVVCMALLVISLAETIFIVRLVHKQDLQRPVPDWLRHLVLDRIAWILCLGEQPMAHRPPATFQANKTDDCSGSDLLPAMGNHCSHVGGPQDLEKTPRGRGSPLPPPREASLAVRGLLQELSSIRHFLEKRDEMREVARDWLRVGYVLDRLLFRIYLLAVLAYSITLVTLWSIWHYS. The pKi is 5.4. (5) The small molecule is CN1CCCC1c1cccnc1. The target protein (P20420) has sequence MVQLLAGRWRPTGARRGTRGGLPELSSAAKHEDSLFRDLFEDYERWVRPVEHLSDKIKIKFGLAISQLVDVDEKNQLMTTNVWLKQEWIDVKLRWNPDDYGGIKIIRVPSDSLWIPDIVLFDNADGRFEGASTKTVVRYNGTVTWTQPANYKSSCTIDVTFFPFDLQNCSMKFGSWTYDGSQVDIILEDQDVDRTDFFDNGEWEIMSAMGSKGNRTDSCCWYPYITYSFVIKRLPLFYTLFLIIPCIGLSFLTVVVFYLPSNEGEKISLCTSVLVSLTVFLLVIEEIIPSSSKVIPLIGEYLVFTMIFVTLSIMVTVFAINIHHRSSSTHNAMAPWVRKIFLHKLPKLLCMRSHADRYFTQREEAESGAGPKSRNTLEAALDCIRYITRHVVKENDVREVVEDWKFIAQVLDRMFLWTFLLVSIIGTLGLFVPVIYKWANIIVPVHIGNTIK. The pKi is 6.8. (6) The drug is CCN(CC)CCOC(=O)C(C)(c1ccc(O)cc1)c1ccc(O)cc1. The target protein sequence is ETENRARELAALQGSETPGKGGGSSSSSERSQPGAEGSPETPPGRCCRCCRTPRLLQAYSWKEEEEEDEGSMESLTSSEGEEPGSEVVIKMPMVDPEAQAPAKQPPRSSPNTVKRPTRKGRERAGKGQKPRGKEQLAKR. The pKi is 5.7. (7) The drug is CC(C)NCC(O)COc1cccc2[nH]ccc12. The target protein sequence is MQKPEKFLYLPRGAQEEKTREKSASKHQVCRGVKLEPGTLTSMDPLNLSWYSGDIGDRNWSKPLNESGVDQKPQYNYYAMLLTLLIFVIVFGNVLVCMAVSREKALQTTTNYLIVSLAVADLLVATLVMPWVVYLEVVGEWRFSRIHCDIFVTLDVMMCTASILNLCAISIDRYTAVAMPMLYNTRYSSKRRVTVMIAVVWVLSFAISCPLLFGLNNTDENECIIANPAFVVYSSIVSFYVPFIVTLLVYVQIYIVLRRRRKRVNTKRSSHGLDSDTQAPLKDKCTHPEDVKLCTVIVKSNGSFQVNKRKVEVESHIEEMEMVSSTSPLEKTTIKPAAPSNHRLVVPIASTQGTNSTLQAPLDSPGKAEKNGHAKETPRIAKVFEIQSMPNGKLRTSLLKAMNRRKLSQQKEKKATQMLAIVLGVFIICWLPFFITHILNMHCDCSIPPAMYSAFTWLGYVNSAVNPIIYTTFNIEFRKAFMKILHC. The pKi is 5.0. (8) The compound is Cc1nc(C(=O)NC2(c3ccc(S(F)(F)(F)(F)F)cc3)CC2)cc(=O)[nH]1. The target protein sequence is MGQACGHSILCRSQQYPAARPAEPRGQQVFLKPDEPPPPPQPCADSLQDALLSLGSVIDISGLQRAVKEALSAVLPRVETVYTYLLDGESRLVCEDPPHELPQEGKVWEAIISQKRLGCNGLGLSDLPGKPLARLVAPLAPHTQVLVIPLVDKEAGAVAAVILVHCGQLSDNEEWSLQAVEKHTLVALRRVQALQQRRPSEAPQAVQNPPEGAVEDQKGGAAYTDRDRKILQLCGELYDLDASSLQLKVLQYLQQETRASRCCLLLVSEDSLQLSCKVMGDKVLGEEISFPLTGCLGQVVEDKKSIQLKDLTSEDVQQLQSMLGCELQAMLCVPVISRATDQVVALACAFNKLEGDLFTDQDEHVIQHCFHYTSTVLTSTLAFQKEQKLKCECQALLQVAKNLFTHLDDVSVLLQEIITEARNLSNAEICSVFLLDQNELVAKVFDGGVVDDESYEIRIPADQGIAGHVATTGQILNIPDAYAHPLFYRGVDDSTGFRTR.... The pKi is 7.5.